From a dataset of Full USPTO retrosynthesis dataset with 1.9M reactions from patents (1976-2016). Predict the reactants needed to synthesize the given product. (1) Given the product [ClH:19].[CH2:1]([C:3]1[C:8](=[O:9])[NH:7][C:6]([CH3:10])=[C:5]([C:11]2[S:15][C:14]([S:16]([N:29]3[CH2:30][CH2:31][CH2:32][C@H:28]3[CH2:27][NH:26][C:20]3[CH:25]=[CH:24][CH:23]=[CH:22][CH:21]=3)(=[O:18])=[O:17])=[CH:13][CH:12]=2)[CH:4]=1)[CH3:2], predict the reactants needed to synthesize it. The reactants are: [CH2:1]([C:3]1[C:8](=[O:9])[NH:7][C:6]([CH3:10])=[C:5]([C:11]2[S:15][C:14]([S:16]([Cl:19])(=[O:18])=[O:17])=[CH:13][CH:12]=2)[CH:4]=1)[CH3:2].[C:20]1([NH:26][CH2:27][C@@H:28]2[CH2:32][CH2:31][CH2:30][NH:29]2)[CH:25]=[CH:24][CH:23]=[CH:22][CH:21]=1. (2) Given the product [S:1]1[CH:5]=[CH:4][CH:3]=[C:2]1[CH2:6][C:7]([O:9][CH3:15])=[O:8], predict the reactants needed to synthesize it. The reactants are: [S:1]1[CH:5]=[CH:4][CH:3]=[C:2]1[CH2:6][C:7]([OH:9])=[O:8].OS(O)(=O)=O.[CH3:15]O. (3) Given the product [CH:2]([C:8]12[CH2:10][C:6]3([CH3:14])[C:7]([CH3:17])([CH2:13][CH2:12][CH2:9]1)[CH:3]2[CH2:4][CH2:5]3)([CH3:1])[CH3:15], predict the reactants needed to synthesize it. The reactants are: [CH3:1][C:2]1([CH3:15])[CH:8]2[CH:9]3[CH2:12][CH2:13][CH:7]2[C:6]([CH3:14])([C:10]3=C)[CH2:5][CH2:4][CH2:3]1.Br[CH2:17]C(O)=O. (4) Given the product [Br:1][C:2]1[CH:3]=[CH:4][C:5]([O:16][CH2:17][C:18]2[CH:23]=[CH:22][C:21]([Cl:24])=[CH:20][CH:19]=2)=[C:6]([CH2:8][N:9]2[CH2:14][CH2:13][CH:12]([N:39]3[CH2:38][CH2:37][N:36]([C:29]([O:31][C:32]([CH3:35])([CH3:34])[CH3:33])=[O:30])[CH2:41][CH2:40]3)[CH2:11][CH2:10]2)[CH:7]=1, predict the reactants needed to synthesize it. The reactants are: [Br:1][C:2]1[CH:3]=[CH:4][C:5]([O:16][CH2:17][C:18]2[CH:23]=[CH:22][C:21]([Cl:24])=[CH:20][CH:19]=2)=[C:6]([CH2:8][N:9]2[CH2:14][CH2:13][C:12](=O)[CH2:11][CH2:10]2)[CH:7]=1.CC(O)=O.[C:29]([N:36]1[CH2:41][CH2:40][NH:39][CH2:38][CH2:37]1)([O:31][C:32]([CH3:35])([CH3:34])[CH3:33])=[O:30].[BH-](OC(C)=O)(OC(C)=O)OC(C)=O.[Na+]. (5) Given the product [OH:27][C@@H:24]1[CH2:25][CH2:26][N:22]([C:3]2[C:2]([C:35]3[CH:36]=[C:37]4[C:32]([CH:31]=[CH:30][N:29]=[CH:28]4)=[CH:33][CH:34]=3)=[CH:21][C:6]([C:7]([NH:9][C:10]3[CH:15]=[CH:14][C:13]([O:16][C:17]([F:20])([F:19])[F:18])=[CH:12][CH:11]=3)=[O:8])=[CH:5][N:4]=2)[CH2:23]1, predict the reactants needed to synthesize it. The reactants are: Br[C:2]1[C:3]([N:22]2[CH2:26][CH2:25][C@@H:24]([OH:27])[CH2:23]2)=[N:4][CH:5]=[C:6]([CH:21]=1)[C:7]([NH:9][C:10]1[CH:15]=[CH:14][C:13]([O:16][C:17]([F:20])([F:19])[F:18])=[CH:12][CH:11]=1)=[O:8].[CH:28]1[C:37]2[C:32](=[CH:33][CH:34]=[C:35](B(O)O)[CH:36]=2)[CH:31]=[CH:30][N:29]=1.C([O-])([O-])=O.[Na+].[Na+]. (6) Given the product [Na+:56].[CH3:49][O:48][C:15]1[CH:16]=[CH:17][C:18]([S:20]([N:23]2[C:27]3[CH:28]=[CH:29][CH:30]=[CH:31][C:26]=3[N:25]=[C:24]2[S:32]([CH2:34][C:35]2[C:40]([CH3:41])=[C:39]([O:42][CH2:43][C:44]([F:46])([F:47])[F:45])[CH:38]=[CH:37][N:36]=2)=[O:33])(=[O:22])=[O:21])=[CH:19][C:14]=1[C:13]([O-:50])=[O:12], predict the reactants needed to synthesize it. The reactants are: C1(C)C=CC(S(CC[O:12][C:13](=[O:50])[C:14]2[CH:19]=[C:18]([S:20]([N:23]3[C:27]4[CH:28]=[CH:29][CH:30]=[CH:31][C:26]=4[N:25]=[C:24]3[S:32]([CH2:34][C:35]3[C:40]([CH3:41])=[C:39]([O:42][CH2:43][C:44]([F:47])([F:46])[F:45])[CH:38]=[CH:37][N:36]=3)=[O:33])(=[O:22])=[O:21])[CH:17]=[CH:16][C:15]=2[O:48][CH3:49])(=O)=O)=CC=1.C([O-])(O)=O.[Na+:56].O.CC(O)C. (7) The reactants are: [NH2:1][C:2]1[CH:6]=[C:5]([Br:7])[S:4][C:3]=1[C:8]([O:10]C)=O.[Cl:12][CH2:13][C:14]#[N:15]. Given the product [Br:7][C:5]1[S:4][C:3]2[C:8](=[O:10])[NH:15][C:14]([CH2:13][Cl:12])=[N:1][C:2]=2[CH:6]=1, predict the reactants needed to synthesize it.